Dataset: Full USPTO retrosynthesis dataset with 1.9M reactions from patents (1976-2016). Task: Predict the reactants needed to synthesize the given product. (1) Given the product [O:21]=[C:12]1[C:13]2[C:14](=[CH:17][CH:18]=[CH:19][CH:20]=2)[C:15](=[O:16])[N:11]1[CH2:10][CH2:9][CH2:8][O:45][C:42]1[CH:43]=[CH:44][C:30]2[N:29]([CH2:27][CH3:28])[C:35](=[O:36])[C:34]([CH3:37])([CH3:38])[C:33](=[O:39])[N:32]([CH3:40])[C:31]=2[CH:41]=1, predict the reactants needed to synthesize it. The reactants are: C(=O)([O-])[O-].[K+].[K+].Br[CH2:8][CH2:9][CH2:10][N:11]1[C:15](=[O:16])[C:14]2=[CH:17][CH:18]=[CH:19][CH:20]=[C:13]2[C:12]1=[O:21].CN(C=O)C.[CH2:27]([N:29]1[C:35](=[O:36])[C:34]([CH3:38])([CH3:37])[C:33](=[O:39])[N:32]([CH3:40])[C:31]2[CH:41]=[C:42]([OH:45])[CH:43]=[CH:44][C:30]1=2)[CH3:28]. (2) Given the product [F:1][C:2]1[CH:3]=[C:4]([CH:16]=[CH:17][C:18]=1[N+:19]([O-:21])=[O:20])[O:5][C:6]1[CH:11]=[CH:10][N:9]=[C:8]([C:12]([OH:14])=[O:13])[CH:7]=1, predict the reactants needed to synthesize it. The reactants are: [F:1][C:2]1[CH:3]=[C:4]([CH:16]=[CH:17][C:18]=1[N+:19]([O-:21])=[O:20])[O:5][C:6]1[CH:11]=[CH:10][N:9]=[C:8]([C:12]([O:14]C)=[O:13])[CH:7]=1.O[Li].O. (3) Given the product [CH3:8][C:7]1[N:6]([C:9]2[CH:14]=[CH:13][CH:12]=[C:11]([C:15]([F:17])([F:18])[F:16])[CH:10]=2)[C:5](=[O:19])[C:4]([C:20]([NH:22][CH2:23][C:24]2[CH:25]=[CH:26][C:27]([S:30]([CH3:33])(=[O:32])=[O:31])=[CH:28][CH:29]=2)=[O:21])=[CH:3][C:2]=1[C:39]1[N:44]=[CH:43][CH:42]=[CH:41][N:40]=1, predict the reactants needed to synthesize it. The reactants are: I[C:2]1[CH:3]=[C:4]([C:20]([NH:22][CH2:23][C:24]2[CH:29]=[CH:28][C:27]([S:30]([CH3:33])(=[O:32])=[O:31])=[CH:26][CH:25]=2)=[O:21])[C:5](=[O:19])[N:6]([C:9]2[CH:14]=[CH:13][CH:12]=[C:11]([C:15]([F:18])([F:17])[F:16])[CH:10]=2)[C:7]=1[CH3:8].C([Sn](CCCC)(CCCC)[C:39]1[N:44]=[CH:43][CH:42]=[CH:41][N:40]=1)CCC.C1(P(C2C=CC=CC=2)C2C=CC=CC=2)C=CC=CC=1. (4) The reactants are: [Br:1][C:2]1[C:7]([O:8][CH3:9])=[CH:6][C:5]([CH2:10]Cl)=[CH:4][C:3]=1[O:12][CH3:13].[C-:14]#[N:15].[Na+]. Given the product [Br:1][C:2]1[C:7]([O:8][CH3:9])=[CH:6][C:5]([CH2:10][C:14]#[N:15])=[CH:4][C:3]=1[O:12][CH3:13], predict the reactants needed to synthesize it. (5) Given the product [NH2:1][C:2]1[C:7]([F:8])=[C:6]([CH:9]([F:11])[CH3:10])[N:5]=[C:4]([C:12]([OH:14])=[O:13])[C:3]=1[Cl:16], predict the reactants needed to synthesize it. The reactants are: [NH2:1][C:2]1[C:7]([F:8])=[C:6]([CH:9]([F:11])[CH3:10])[N:5]=[C:4]([C:12]([O:14]C)=[O:13])[C:3]=1[Cl:16].[OH-].[Na+].Cl.